This data is from Forward reaction prediction with 1.9M reactions from USPTO patents (1976-2016). The task is: Predict the product of the given reaction. (1) Given the reactants [CH2:1]([Mg]Br)[CH3:2].[O:5]=[C:6]1[C:14]2[C:9](=[CH:10][CH:11]=[CH:12][C:13]=2[NH:15]C(=O)C2C=CC=CC=2)[CH:8]=[CH:7]1, predict the reaction product. The product is: [NH2:15][C:13]1[CH:12]=[CH:11][CH:10]=[C:9]2[C:14]=1[C:6](=[O:5])[CH2:7][CH:8]2[CH2:1][CH3:2]. (2) Given the reactants Cl[C:2]([O:4][CH2:5][CH2:6][CH2:7][CH2:8][CH2:9][CH2:10][CH3:11])=[O:3].[CH:12]1[C:18]([NH2:19])=[N:17][C:15](=[O:16])[N:14]([C@@H:20]2[O:24][C@H:23]([CH2:25][OH:26])[C@@H:22]([OH:27])[C:21]2([F:29])[F:28])[CH:13]=1.Cl, predict the reaction product. The product is: [F:29][C:21]1([F:28])[C@H:22]([OH:27])[C@@H:23]([CH2:25][OH:26])[O:24][C@H:20]1[N:14]1[CH:13]=[CH:12][C:18]([NH:19][C:2]([O:4][CH2:5][CH2:6][CH2:7][CH2:8][CH2:9][CH2:10][CH3:11])=[O:3])=[N:17][C:15]1=[O:16].